From a dataset of Full USPTO retrosynthesis dataset with 1.9M reactions from patents (1976-2016). Predict the reactants needed to synthesize the given product. (1) Given the product [CH2:20]([O:19][C:17]([NH:22][C@H:6]1[CH2:7][CH2:8][C@H:5]1[C:3]([O:2][CH3:1])=[O:4])=[O:18])[C:21]1[CH:27]=[CH:26][CH:15]=[CH:13][CH:12]=1, predict the reactants needed to synthesize it. The reactants are: [CH3:1][O:2][C:3]([C@H:5]1[CH2:8][CH2:7][C@H:6]1C(O)=O)=[O:4].[CH3:12][C:13]([CH3:15])=O.Cl[C:17]([O:19][CH2:20][CH3:21])=[O:18].[N-:22]=[N+]=[N-].[Na+].[C:26](O)(=O)[CH3:27]. (2) The reactants are: Br[C:2]1[N:7]=[C:6]2[N:8]([CH3:12])[CH:9]=[C:10]([CH3:11])[C:5]2=[CH:4][CH:3]=1.B1(B2OC(C)(C)C(C)(C)O2)OC(C)(C)C(C)(C)O1.ClCCl.C([O-])(=O)C.[K+].Br[C:40]1[S:41][C:42]2[C:48]([C:49]3[CH:54]=[CH:53][C:52]([Cl:55])=[CH:51][CH:50]=3)=[C:47]([C@H:56]([O:62][C:63]([CH3:66])([CH3:65])[CH3:64])[C:57]([O:59][CH2:60][CH3:61])=[O:58])[C:46]([CH3:67])=[CH:45][C:43]=2[N:44]=1.C([O-])([O-])=O.[K+].[K+]. Given the product [C:63]([O:62][C@@H:56]([C:47]1[C:46]([CH3:67])=[CH:45][C:43]2[N:44]=[C:40]([C:2]3[N:7]=[C:6]4[N:8]([CH3:12])[CH:9]=[C:10]([CH3:11])[C:5]4=[CH:4][CH:3]=3)[S:41][C:42]=2[C:48]=1[C:49]1[CH:50]=[CH:51][C:52]([Cl:55])=[CH:53][CH:54]=1)[C:57]([O:59][CH2:60][CH3:61])=[O:58])([CH3:64])([CH3:65])[CH3:66], predict the reactants needed to synthesize it. (3) Given the product [CH3:1][O:2][C:3]([C:5]1[CH:6]=[C:7]([NH:11][C@@H:12]([CH2:23][C:24]2[CH:29]=[CH:28][CH:27]=[C:26]([CH3:30])[CH:25]=2)[C:13]([OH:15])=[O:14])[CH:8]=[CH:9][CH:10]=1)=[O:4], predict the reactants needed to synthesize it. The reactants are: [CH3:1][O:2][C:3]([C:5]1[CH:6]=[C:7]([NH:11][C@@H:12]([CH2:23][C:24]2[CH:29]=[CH:28][CH:27]=[C:26]([CH3:30])[CH:25]=2)[C:13]([O:15]CC2C=CC=CC=2)=[O:14])[CH:8]=[CH:9][CH:10]=1)=[O:4]. (4) Given the product [CH3:19][S:20]([O:11][CH2:10][CH2:9][CH2:8][CH2:7][CH:3]1[CH2:4][CH2:5][CH2:6][O:1][CH2:2]1)(=[O:22])=[O:21], predict the reactants needed to synthesize it. The reactants are: [O:1]1[CH2:6][CH2:5][CH2:4][CH:3]([CH2:7][CH2:8][CH2:9][CH2:10][OH:11])[CH2:2]1.C(N(CC)CC)C.[CH3:19][S:20](Cl)(=[O:22])=[O:21]. (5) Given the product [F:38][C:35]([F:36])([F:37])[O:34][C:31]1[CH:32]=[CH:33][C:28](/[CH:27]=[CH:26]/[C:23]2[O:24][CH:25]=[C:21]([CH2:20][O:18][C:15]3[CH:14]=[CH:13][C:12]([CH2:11][CH2:10][CH2:9][CH2:8][C:7]4[N:6]=[N:5][NH:4][N:3]=4)=[CH:17][CH:16]=3)[N:22]=2)=[CH:29][CH:30]=1, predict the reactants needed to synthesize it. The reactants are: [H-].[Na+].[NH:3]1[C:7]([CH2:8][CH2:9][CH2:10][CH2:11][C:12]2[CH:17]=[CH:16][C:15]([OH:18])=[CH:14][CH:13]=2)=[N:6][N:5]=[N:4]1.Cl[CH2:20][C:21]1[N:22]=[C:23]([CH:26]=[CH:27][C:28]2[CH:33]=[CH:32][C:31]([O:34][C:35]([F:38])([F:37])[F:36])=[CH:30][CH:29]=2)[O:24][CH:25]=1.Cl. (6) Given the product [CH2:22]([N:17]1[CH2:16][C:15]2([CH2:24][CH2:25][N:12]([CH:8]([C:5]3[CH:6]=[CH:7][C:2]([C:35]4[CH:44]=[C:43]5[C:38]([CH:39]=[CH:40][CH:41]=[N:42]5)=[CH:37][CH:36]=4)=[CH:3][C:4]=3[F:26])[C:9]([NH2:11])=[O:10])[CH2:13][CH2:14]2)[O:20][CH2:19][C:18]1=[O:21])[CH3:23], predict the reactants needed to synthesize it. The reactants are: Br[C:2]1[CH:7]=[CH:6][C:5]([CH:8]([N:12]2[CH2:25][CH2:24][C:15]3([O:20][CH2:19][C:18](=[O:21])[N:17]([CH2:22][CH3:23])[CH2:16]3)[CH2:14][CH2:13]2)[C:9]([NH2:11])=[O:10])=[C:4]([F:26])[CH:3]=1.CC1(C)C(C)(C)OB([C:35]2[CH:44]=[C:43]3[C:38]([CH:39]=[CH:40][CH:41]=[N:42]3)=[CH:37][CH:36]=2)O1.C([O-])([O-])=O.[K+].[K+].